From a dataset of Merck oncology drug combination screen with 23,052 pairs across 39 cell lines. Regression. Given two drug SMILES strings and cell line genomic features, predict the synergy score measuring deviation from expected non-interaction effect. (1) Drug 2: O=C(NOCC(O)CO)c1ccc(F)c(F)c1Nc1ccc(I)cc1F. Drug 1: O=P1(N(CCCl)CCCl)NCCCO1. Synergy scores: synergy=-8.14. Cell line: A2780. (2) Drug 1: O=C(CCCCCCC(=O)Nc1ccccc1)NO. Drug 2: NC(=O)c1cccc2cn(-c3ccc(C4CCCNC4)cc3)nc12. Cell line: RKO. Synergy scores: synergy=-2.86. (3) Drug 1: O=c1[nH]cc(F)c(=O)[nH]1. Drug 2: Cn1cc(-c2cnn3c(N)c(Br)c(C4CCCNC4)nc23)cn1. Cell line: SKMEL30. Synergy scores: synergy=-81.4. (4) Drug 1: CC(=O)OC1C(=O)C2(C)C(O)CC3OCC3(OC(C)=O)C2C(OC(=O)c2ccccc2)C2(O)CC(OC(=O)C(O)C(NC(=O)c3ccccc3)c3ccccc3)C(C)=C1C2(C)C. Drug 2: O=C(CCCCCCC(=O)Nc1ccccc1)NO. Cell line: UWB1289. Synergy scores: synergy=-13.6. (5) Drug 2: CNC(=O)c1cc(Oc2ccc(NC(=O)Nc3ccc(Cl)c(C(F)(F)F)c3)cc2)ccn1. Cell line: A427. Drug 1: COc1cc(C2c3cc4c(cc3C(OC3OC5COC(C)OC5C(O)C3O)C3COC(=O)C23)OCO4)cc(OC)c1O. Synergy scores: synergy=2.18. (6) Drug 1: O=C(O)C1(Cc2cccc(Nc3nccs3)n2)CCC(Oc2cccc(Cl)c2F)CC1. Drug 2: CC1(c2nc3c(C(N)=O)cccc3[nH]2)CCCN1. Cell line: HT29. Synergy scores: synergy=8.32. (7) Drug 1: O=C(CCCCCCC(=O)Nc1ccccc1)NO. Drug 2: C=CCn1c(=O)c2cnc(Nc3ccc(N4CCN(C)CC4)cc3)nc2n1-c1cccc(C(C)(C)O)n1. Cell line: RPMI7951. Synergy scores: synergy=15.1.